Dataset: NCI-60 drug combinations with 297,098 pairs across 59 cell lines. Task: Regression. Given two drug SMILES strings and cell line genomic features, predict the synergy score measuring deviation from expected non-interaction effect. (1) Drug 1: C1C(C(OC1N2C=NC(=NC2=O)N)CO)O. Drug 2: CC1CCCC2(C(O2)CC(NC(=O)CC(C(C(=O)C(C1O)C)(C)C)O)C(=CC3=CSC(=N3)C)C)C. Cell line: U251. Synergy scores: CSS=51.5, Synergy_ZIP=4.41, Synergy_Bliss=2.95, Synergy_Loewe=-22.8, Synergy_HSA=-1.73. (2) Drug 1: C1=CC(=CC=C1CCCC(=O)O)N(CCCl)CCCl. Drug 2: CC1C(C(CC(O1)OC2CC(CC3=C2C(=C4C(=C3O)C(=O)C5=C(C4=O)C(=CC=C5)OC)O)(C(=O)CO)O)N)O.Cl. Cell line: LOX IMVI. Synergy scores: CSS=50.6, Synergy_ZIP=2.76, Synergy_Bliss=2.57, Synergy_Loewe=-14.8, Synergy_HSA=3.44. (3) Drug 1: C1=CC(=C2C(=C1NCCNCCO)C(=O)C3=C(C=CC(=C3C2=O)O)O)NCCNCCO. Drug 2: COC1=C2C(=CC3=C1OC=C3)C=CC(=O)O2. Cell line: HCT-15. Synergy scores: CSS=57.1, Synergy_ZIP=3.23, Synergy_Bliss=2.74, Synergy_Loewe=-42.1, Synergy_HSA=1.46. (4) Drug 1: CC12CCC(CC1=CCC3C2CCC4(C3CC=C4C5=CN=CC=C5)C)O. Drug 2: C1C(C(OC1N2C=NC3=C(N=C(N=C32)Cl)N)CO)O. Cell line: NCI-H226. Synergy scores: CSS=3.74, Synergy_ZIP=0.972, Synergy_Bliss=3.51, Synergy_Loewe=0.755, Synergy_HSA=1.30.